This data is from Forward reaction prediction with 1.9M reactions from USPTO patents (1976-2016). The task is: Predict the product of the given reaction. (1) Given the reactants Br[C:2]1[S:3][C:4]2[C:10]([C:11]3[CH:16]=[CH:15][C:14]([Cl:17])=[CH:13][CH:12]=3)=[C:9]([C@H:18]([O:23][C:24]([CH3:27])([CH3:26])[CH3:25])[C:19]([O:21][CH3:22])=[O:20])[C:8]([CH3:28])=[CH:7][C:5]=2[N:6]=1.CC1(C)C(C)(C)OB([C:37]2[CH:38]=[C:39]([N:43]3[CH2:48][CH2:47][N:46]([C:49]([O:51][C:52]([CH3:55])([CH3:54])[CH3:53])=[O:50])[CH2:45][CH2:44]3)[CH:40]=[CH:41][CH:42]=2)O1.C(=O)([O-])[O-].[K+].[K+], predict the reaction product. The product is: [C:24]([O:23][C@@H:18]([C:9]1[C:8]([CH3:28])=[CH:7][C:5]2[N:6]=[C:2]([C:37]3[CH:38]=[C:39]([N:43]4[CH2:44][CH2:45][N:46]([C:49]([O:51][C:52]([CH3:55])([CH3:54])[CH3:53])=[O:50])[CH2:47][CH2:48]4)[CH:40]=[CH:41][CH:42]=3)[S:3][C:4]=2[C:10]=1[C:11]1[CH:16]=[CH:15][C:14]([Cl:17])=[CH:13][CH:12]=1)[C:19]([O:21][CH3:22])=[O:20])([CH3:27])([CH3:26])[CH3:25]. (2) Given the reactants [O:1]=[C:2]1[CH2:6][CH2:5][CH2:4][CH:3]1[CH:7]([C:12]([O:14]C)=O)[C:8](OC)=[O:9].CC[O-].[Na+].C(O)(=O)C.[CH:24](=[NH:26])[NH2:25], predict the reaction product. The product is: [OH:14][C:12]1[C:7]([CH:3]2[CH2:4][CH2:5][CH2:6][C:2]2=[O:1])=[C:8]([OH:9])[N:26]=[CH:24][N:25]=1. (3) Given the reactants C(O[C:4]1[C:5](=[O:16])[C:6](=[O:15])[C:7]=1[NH:8][C:9]1[CH:10]=[N:11][CH:12]=[CH:13][CH:14]=1)C.[Cl:17][C:18]1[CH:32]=[CH:31][C:21]([O:22][C:23]2[CH:24]=[C:25]([CH:28]=[CH:29][CH:30]=2)[CH2:26][NH2:27])=[CH:20][CH:19]=1, predict the reaction product. The product is: [Cl:17][C:18]1[CH:32]=[CH:31][C:21]([O:22][C:23]2[CH:24]=[C:25]([CH:28]=[CH:29][CH:30]=2)[CH2:26][NH:27][C:4]2[C:5](=[O:16])[C:6](=[O:15])[C:7]=2[NH:8][C:9]2[CH:10]=[N:11][CH:12]=[CH:13][CH:14]=2)=[CH:20][CH:19]=1. (4) Given the reactants [Cl:1][C:2]1[C:7]([O:8][CH3:9])=[CH:6][C:5]([N:10]2[CH2:15][CH2:14][N:13]([C:16](=[O:28])[CH2:17][N:18]3[C:22]4=[N:23][CH:24]=[CH:25][CH:26]=[C:21]4[C:20](I)=[N:19]3)[C@@H:12]([CH3:29])[CH2:11]2)=[C:4]([F:30])[CH:3]=1.[C:31]([Cu])#[N:32].CN(C=O)C, predict the reaction product. The product is: [Cl:1][C:2]1[C:7]([O:8][CH3:9])=[CH:6][C:5]([N:10]2[CH2:15][CH2:14][N:13]([C:16](=[O:28])[CH2:17][N:18]3[C:22]4=[N:23][CH:24]=[CH:25][CH:26]=[C:21]4[C:20]([C:31]#[N:32])=[N:19]3)[C@@H:12]([CH3:29])[CH2:11]2)=[C:4]([F:30])[CH:3]=1. (5) Given the reactants [NH2:1][C:2]1[C:3]([NH:23][CH3:24])=[N:4][C:5]([NH:8][C:9]2[CH:14]=[CH:13][C:12]([O:15][CH2:16][CH2:17][N:18]([CH2:21][CH3:22])[CH2:19][CH3:20])=[CH:11][CH:10]=2)=[N:6][CH:7]=1.[Cl:25][C:26]1[CH:27]=[N:28][CH:29]=[C:30]([Cl:39])[C:31]=1[C:32](=O)[C:33]([O:35]CC)=O.CC(O)=O, predict the reaction product. The product is: [Cl:39][C:30]1[CH:29]=[N:28][CH:27]=[C:26]([Cl:25])[C:31]=1[C:32]1[C:33](=[O:35])[N:23]([CH3:24])[C:3]2[N:4]=[C:5]([NH:8][C:9]3[CH:14]=[CH:13][C:12]([O:15][CH2:16][CH2:17][N:18]([CH2:19][CH3:20])[CH2:21][CH3:22])=[CH:11][CH:10]=3)[N:6]=[CH:7][C:2]=2[N:1]=1. (6) Given the reactants [F:1][C:2]1[CH:3]=[C:4]2[C:8](=[CH:9][CH:10]=1)[N:7]([CH2:11][C:12]([O:14]C)=[O:13])[C:6]([CH3:16])=[C:5]2[CH2:17][C:18]1[CH:23]=[CH:22][C:21](=[O:24])[NH:20][N:19]=1.[CH3:25][C:26]1([CH3:29])[CH2:28][O:27]1, predict the reaction product. The product is: [F:1][C:2]1[CH:3]=[C:4]2[C:8](=[CH:9][CH:10]=1)[N:7]([CH2:11][C:12]([OH:14])=[O:13])[C:6]([CH3:16])=[C:5]2[CH2:17][C:18]1[CH:23]=[CH:22][C:21](=[O:24])[N:20]([CH2:25][C:26]([OH:27])([CH3:29])[CH3:28])[N:19]=1. (7) The product is: [Si:1]([O:8][C@H:9]1[CH2:18][C:17]([CH3:19])([CH3:20])[CH2:16][C:15]2[N:14]=[C:13]([CH:21]([CH3:22])[CH3:23])[C:12]([C@H:24]([C:28]3[CH:33]=[CH:32][C:31]([C:34]([F:36])([F:37])[F:35])=[C:30]([F:38])[CH:29]=3)[OH:25])=[C:11]([I:26])[C:10]1=2)([C:4]([CH3:5])([CH3:6])[CH3:7])([CH3:3])[CH3:2]. Given the reactants [Si:1]([O:8][C@H:9]1[CH2:18][C:17]([CH3:20])([CH3:19])[CH2:16][C:15]2[N:14]=[C:13]([CH:21]([CH3:23])[CH3:22])[C:12]([CH:24]=[O:25])=[C:11]([I:26])[C:10]1=2)([C:4]([CH3:7])([CH3:6])[CH3:5])([CH3:3])[CH3:2].Br[C:28]1[CH:33]=[CH:32][C:31]([C:34]([F:37])([F:36])[F:35])=[C:30]([F:38])[CH:29]=1, predict the reaction product. (8) Given the reactants [NH2:1][C:2]1[CH2:7][O:6][CH2:5][C:4]([C:9]2[CH:10]=[C:11]([NH:16][C:17](=O)[C:18]3[CH:23]=[CH:22][C:21]([Cl:24])=[CH:20][CH:19]=3)[CH:12]=[CH:13][C:14]=2[F:15])([CH3:8])[N:3]=1.COC1C=CC(P2(SP(C3C=CC(OC)=CC=3)(=S)S2)=[S:35])=CC=1, predict the reaction product. The product is: [NH2:1][C:2]1[CH2:7][O:6][CH2:5][C:4]([C:9]2[CH:10]=[C:11]([NH:16][C:17](=[S:35])[C:18]3[CH:23]=[CH:22][C:21]([Cl:24])=[CH:20][CH:19]=3)[CH:12]=[CH:13][C:14]=2[F:15])([CH3:8])[N:3]=1.